This data is from Retrosynthesis with 50K atom-mapped reactions and 10 reaction types from USPTO. The task is: Predict the reactants needed to synthesize the given product. (1) Given the product Oc1cccc(Nc2nc(-c3ccncc3)cs2)c1, predict the reactants needed to synthesize it. The reactants are: NC(=S)Nc1cccc(O)c1.O=C(CBr)c1ccncc1. (2) Given the product COC(=O)c1ncccc1Sc1cnc(NC(=O)Nc2ccc(C)cc2C(=O)C2CCCC2)s1, predict the reactants needed to synthesize it. The reactants are: COC(=O)c1ncccc1S.Cc1ccc(NC(=O)Nc2ncc(Br)s2)c(C(=O)C2CCCC2)c1.